Dataset: Cav3 T-type calcium channel HTS with 100,875 compounds. Task: Binary Classification. Given a drug SMILES string, predict its activity (active/inactive) in a high-throughput screening assay against a specified biological target. (1) The result is 0 (inactive). The drug is Clc1ccc(C2NC(=O)N(C(=C2C(OC)=O)C)CCCC(O)=O)cc1. (2) The molecule is O=C1N(Cc2c(N1)ncc(c2)C(=O)c1cc(ccc1O)C)C. The result is 0 (inactive). (3) The compound is Fc1ccc(Nc2nc(N3CCCC3)nc(Oc3ccc(cc3)C(OC)=O)n2)cc1. The result is 0 (inactive). (4) The compound is O1C(=C(C(C(=C1N)C(OCC)=O)c1ccncc1)C(OCC)=O)C. The result is 0 (inactive). (5) The result is 0 (inactive). The compound is O(C(CC)C)C(=O)C(Oc1ccc(c2ccccc2)cc1)C. (6) The molecule is O=C(Nc1c(N2CCN(CC2)C)cccc1)c1ccc(OCc2ccccc2)cc1. The result is 0 (inactive). (7) The result is 0 (inactive). The molecule is O=C(N(c1c(cccc1)C)CC)c1ccc(NC(=O)C)cc1.